Dataset: Retrosynthesis with 50K atom-mapped reactions and 10 reaction types from USPTO. Task: Predict the reactants needed to synthesize the given product. (1) Given the product COc1cccc(C(CN)CC(C)C)c1, predict the reactants needed to synthesize it. The reactants are: COc1cccc(C(C#N)CC(C)C)c1. (2) Given the product CCCn1c(COCC)nc2c(N)nc3cc(OC4CCN(C(=O)NC(C)C)CC4)ccc3c21, predict the reactants needed to synthesize it. The reactants are: CC(C)N=C=O.CCCn1c(COCC)nc2c(N)nc3cc(OC4CCNCC4)ccc3c21. (3) Given the product CC(=O)OC(CC1CO1)c1ccc(C#N)cc1, predict the reactants needed to synthesize it. The reactants are: C=CCC(OC(C)=O)c1ccc(C#N)cc1.O=C(OO)c1cccc(Cl)c1. (4) Given the product CC(Cc1ccc(Br)cc1Cl)[N+](=O)[O-], predict the reactants needed to synthesize it. The reactants are: C/C(=C\c1ccc(Br)cc1Cl)[N+](=O)[O-]. (5) Given the product OCC1CCC(c2ccccc2)CC1, predict the reactants needed to synthesize it. The reactants are: O=C(O)C1CCC(c2ccccc2)CC1. (6) Given the product CC(C)OC(=O)N1CCC(CCCOS(C)(=O)=O)CC1, predict the reactants needed to synthesize it. The reactants are: CC(C)OC(=O)N1CCC(CCCO)CC1.CS(=O)(=O)Cl.